From a dataset of Full USPTO retrosynthesis dataset with 1.9M reactions from patents (1976-2016). Predict the reactants needed to synthesize the given product. (1) Given the product [O:3]1[CH2:7][CH2:6][O:5][CH:4]1[CH2:8][CH2:9][CH2:10][C:11](=[O:17])[C:12]([OH:14])=[O:13], predict the reactants needed to synthesize it. The reactants are: [OH-].[Na+].[O:3]1[CH2:7][CH2:6][O:5][CH:4]1[CH2:8][CH2:9][CH2:10][C:11](=[O:17])[C:12]([O:14]CC)=[O:13].S(=O)(=O)(O)[O-].[K+]. (2) The reactants are: [C:1](O[C:6]([NH:8][C@@H:9]([C:13]([OH:15])=O)[CH2:10][O:11][CH3:12])=O)(C)(C)C.[C:16]([O:20][C:21]([NH:23][C@H:24]([C:28]([OH:30])=[O:29])[CH2:25][O:26][CH3:27])=[O:22])([CH3:19])([CH3:18])[CH3:17]. Given the product [CH3:6][NH:8][C@@H:9]([C:13]([NH2:23])=[O:15])[CH2:10][O:11][CH3:12].[C:16]([O:20][C:21]([N:23]([CH3:1])[C@@H:24]([C:28]([OH:30])=[O:29])[CH2:25][O:26][CH3:27])=[O:22])([CH3:19])([CH3:17])[CH3:18], predict the reactants needed to synthesize it. (3) Given the product [OH:13][C:4]1[C:3]([CH:1]=[N:28][NH:29][C:34]2[CH:35]=[CH:36][C:31]([CH3:41])=[CH:32][CH:33]=2)=[CH:12][CH:11]=[CH:10][C:5]=1[C:6]([O:8][CH3:9])=[O:7], predict the reactants needed to synthesize it. The reactants are: [CH:1]([C:3]1[C:4]([OH:13])=[C:5]([CH:10]=[CH:11][CH:12]=1)[C:6]([O:8][CH3:9])=[O:7])=O.C1(C)C=CC(C2C(C([NH:28][NH2:29])=O)=CC=CC=2)=CC=1.[C:31]1([CH3:41])[CH:36]=[CH:35][C:34](S(O)(=O)=O)=[CH:33][CH:32]=1.